From a dataset of NCI-60 drug combinations with 297,098 pairs across 59 cell lines. Regression. Given two drug SMILES strings and cell line genomic features, predict the synergy score measuring deviation from expected non-interaction effect. (1) Drug 1: C1=CC(=CC=C1CC(C(=O)O)N)N(CCCl)CCCl.Cl. Drug 2: C1CN(P(=O)(OC1)NCCCl)CCCl. Cell line: MDA-MB-435. Synergy scores: CSS=-4.85, Synergy_ZIP=2.38, Synergy_Bliss=1.14, Synergy_Loewe=-4.43, Synergy_HSA=-4.71. (2) Drug 1: C1=CC(=CC=C1CCCC(=O)O)N(CCCl)CCCl. Drug 2: C1CN(CCN1C(=O)CCBr)C(=O)CCBr. Cell line: M14. Synergy scores: CSS=12.3, Synergy_ZIP=-4.46, Synergy_Bliss=4.72, Synergy_Loewe=-1.73, Synergy_HSA=-0.000838. (3) Drug 1: C1=CC(=CC=C1CCC2=CNC3=C2C(=O)NC(=N3)N)C(=O)NC(CCC(=O)O)C(=O)O. Drug 2: CC12CCC3C(C1CCC2OP(=O)(O)O)CCC4=C3C=CC(=C4)OC(=O)N(CCCl)CCCl.[Na+]. Cell line: HOP-62. Synergy scores: CSS=42.9, Synergy_ZIP=11.3, Synergy_Bliss=12.1, Synergy_Loewe=-58.2, Synergy_HSA=10.9.